Dataset: Forward reaction prediction with 1.9M reactions from USPTO patents (1976-2016). Task: Predict the product of the given reaction. (1) Given the reactants ClC1C=CC(OC(F)F)=C(/C=[CH:9]/[C:10]([OH:12])=[O:11])C=1.[Cl:17][C:18]1[C:19]([F:30])=[C:20]([C:23]([C:26]([F:29])([F:28])[F:27])=[CH:24][CH:25]=1)[CH:21]=O, predict the reaction product. The product is: [Cl:17][C:18]1[C:19]([F:30])=[C:20](/[CH:21]=[CH:9]/[C:10]([OH:12])=[O:11])[C:23]([C:26]([F:29])([F:28])[F:27])=[CH:24][CH:25]=1. (2) Given the reactants [Cl:1][C:2]1[CH:7]=[CH:6][C:5]([C:8](=[O:10])[CH3:9])=[C:4]([OH:11])[C:3]=1[F:12].[C:13](=O)([O-])[O-].[K+].[K+].CI, predict the reaction product. The product is: [Cl:1][C:2]1[CH:7]=[CH:6][C:5]([C:8](=[O:10])[CH3:9])=[C:4]([O:11][CH3:13])[C:3]=1[F:12]. (3) Given the reactants FC(F)(F)C(O)=O.C(OC([NH:15][S:16]([NH:19][CH2:20][CH2:21][O:22][CH:23]1[CH2:26][N:25]([C:27]2[CH:32]=[CH:31][C:30]([NH:33][C:34]3[CH:39]=[C:38]([O:40][CH3:41])[N:37]=[CH:36][C:35]=3[NH:42][C:43](=[O:45])[CH3:44])=[CH:29][CH:28]=2)[CH2:24]1)(=[O:18])=[O:17])=O)(C)(C)C.C(=O)([O-])O.[Na+], predict the reaction product. The product is: [S:16]([NH:19][CH2:20][CH2:21][O:22][CH:23]1[CH2:26][N:25]([C:27]2[CH:32]=[CH:31][C:30]([NH:33][C:34]3[CH:39]=[C:38]([O:40][CH3:41])[N:37]=[CH:36][C:35]=3[NH:42][C:43](=[O:45])[CH3:44])=[CH:29][CH:28]=2)[CH2:24]1)(=[O:17])(=[O:18])[NH2:15]. (4) Given the reactants [CH2:1]([O:3][C:4](=[O:15])[CH2:5][CH2:6][C:7]1[CH:12]=[CH:11][C:10]([OH:13])=[C:9]([CH3:14])[CH:8]=1)[CH3:2].Cl[CH2:17][C:18]1[C:19]([CH3:34])=[N:20][C:21]([C:24]2[CH:29]=[CH:28][C:27]([C:30]([F:33])([F:32])[F:31])=[CH:26][CH:25]=2)=[CH:22][CH:23]=1, predict the reaction product. The product is: [CH2:1]([O:3][C:4](=[O:15])[CH2:5][CH2:6][C:7]1[CH:12]=[CH:11][C:10]([O:13][CH2:17][C:18]2[C:19]([CH3:34])=[N:20][C:21]([C:24]3[CH:25]=[CH:26][C:27]([C:30]([F:33])([F:31])[F:32])=[CH:28][CH:29]=3)=[CH:22][CH:23]=2)=[C:9]([CH3:14])[CH:8]=1)[CH3:2]. (5) The product is: [Cl:17][C:18]1[CH:19]=[CH:20][C:21]([C:24]2[CH:25]=[CH:26][C:27]([C:30]#[C:31][C:15]3[CH:14]=[CH:13][C:4]([O:5][CH2:6][CH2:7][N:8]4[CH2:12][CH2:11][CH2:10][CH2:9]4)=[CH:3][C:2]=3[F:1])=[N:28][CH:29]=2)=[CH:22][CH:23]=1. Given the reactants [F:1][C:2]1[CH:3]=[C:4]([CH:13]=[CH:14][C:15]=1I)[O:5][CH2:6][CH2:7][N:8]1[CH2:12][CH2:11][CH2:10][CH2:9]1.[Cl:17][C:18]1[CH:23]=[CH:22][C:21]([C:24]2[CH:25]=[CH:26][C:27]([C:30]#[CH:31])=[N:28][CH:29]=2)=[CH:20][CH:19]=1, predict the reaction product. (6) Given the reactants [C:1]([N:4]1[C:13]2[C:8](=[CH:9][C:10]([C:14]3[N:15]=[C:16]([CH:19]=O)[S:17][CH:18]=3)=[CH:11][CH:12]=2)[C@H:7]([NH:21][C:22](=[O:27])[O:23][CH:24]([CH3:26])[CH3:25])[CH2:6][C@@H:5]1[CH3:28])(=[O:3])[CH3:2].[NH:29]1[CH2:34][CH2:33][CH2:32][CH2:31][CH2:30]1.C(O)(=O)C.C(O[BH-](OC(=O)C)OC(=O)C)(=O)C.[Na+], predict the reaction product. The product is: [C:1]([N:4]1[C:13]2[C:8](=[CH:9][C:10]([C:14]3[N:15]=[C:16]([CH2:19][N:29]4[CH2:34][CH2:33][CH2:32][CH2:31][CH2:30]4)[S:17][CH:18]=3)=[CH:11][CH:12]=2)[C@H:7]([NH:21][C:22](=[O:27])[O:23][CH:24]([CH3:26])[CH3:25])[CH2:6][C@@H:5]1[CH3:28])(=[O:3])[CH3:2]. (7) Given the reactants Cl.[Cl:2][C:3]1[CH:4]=[C:5]([O:9][C:10]2[C:15]3[N:16]=[CH:17][N:18]([CH3:19])[C:14]=3[C:13]([C:20]([OH:22])=O)=[CH:12][N:11]=2)[CH:6]=[CH:7][CH:8]=1.C(N1CCOCC1)C.[NH:31]1[CH2:36][CH2:35][CH2:34][CH2:33][CH2:32]1.O.ON1C2C=CC=CC=2N=N1.Cl.CN(C)CCCN=C=NCC, predict the reaction product. The product is: [ClH:2].[Cl:2][C:3]1[CH:4]=[C:5]([O:9][C:10]2[C:15]3[N:16]=[CH:17][N:18]([CH3:19])[C:14]=3[C:13]([C:20]([N:31]3[CH2:36][CH2:35][CH2:34][CH2:33][CH2:32]3)=[O:22])=[CH:12][N:11]=2)[CH:6]=[CH:7][CH:8]=1.